Dataset: Forward reaction prediction with 1.9M reactions from USPTO patents (1976-2016). Task: Predict the product of the given reaction. (1) Given the reactants [CH3:1][C:2]1[S:6][N:5]=[N:4][C:3]=1[C:7]([O:9]CC)=O.C(Cl)(=O)C([Cl:15])=O, predict the reaction product. The product is: [CH3:1][C:2]1[S:6][N:5]=[N:4][C:3]=1[C:7]([Cl:15])=[O:9]. (2) Given the reactants C([O:8][C:9]([C:11]1[N:12]=[C:13]([CH:40]2[CH2:45][CH2:44][CH2:43][CH2:42][CH2:41]2)[N:14]([C:24]2[C:29]([CH2:30][C:31]([O:33][C:34]([CH3:37])([CH3:36])[CH3:35])=[O:32])=[CH:28][CH:27]=[C:26]([Cl:38])[C:25]=2[F:39])[C:15]=1[C:16]1[CH:21]=[CH:20][C:19]([F:22])=[C:18]([Cl:23])[CH:17]=1)=[O:10])C1C=CC=CC=1.CO, predict the reaction product. The product is: [C:34]([O:33][C:31]([CH2:30][C:29]1[C:24]([N:14]2[C:15]([C:16]3[CH:21]=[CH:20][C:19]([F:22])=[C:18]([Cl:23])[CH:17]=3)=[C:11]([C:9]([OH:10])=[O:8])[N:12]=[C:13]2[CH:40]2[CH2:45][CH2:44][CH2:43][CH2:42][CH2:41]2)=[C:25]([F:39])[C:26]([Cl:38])=[CH:27][CH:28]=1)=[O:32])([CH3:37])([CH3:35])[CH3:36]. (3) Given the reactants [O:1]1[CH:5]=[CH:4][C:3]([C:6]2[CH:7]=[CH:8][C:9]([CH3:13])=[C:10]([CH:12]=2)[NH2:11])=[CH:2]1.[Cl:14][C:15]1[CH:20]=[CH:19][C:18]([NH:21][C:22](=[O:29])[CH2:23][O:24][CH2:25][C:26](O)=[O:27])=[C:17]([C:30]([O:32]C)=[O:31])[CH:16]=1, predict the reaction product. The product is: [Cl:14][C:15]1[CH:20]=[CH:19][C:18]([NH:21][C:22](=[O:29])[CH2:23][O:24][CH2:25][C:26]([NH:11][C:10]2[CH:12]=[C:6]([C:3]3[CH:4]=[CH:5][O:1][CH:2]=3)[CH:7]=[CH:8][C:9]=2[CH3:13])=[O:27])=[C:17]([CH:16]=1)[C:30]([OH:32])=[O:31].